This data is from Catalyst prediction with 721,799 reactions and 888 catalyst types from USPTO. The task is: Predict which catalyst facilitates the given reaction. (1) Reactant: ONC(=O)C=CC1C=CN(S(CC2C=CC=CC=2)(=O)=O)C=1.[CH3:22][N:23]([CH3:50])[C:24]1[CH:29]=[CH:28][C:27]([S:30]([N:33]2[CH:37]=[CH:36][C:35](/[CH:38]=[CH:39]/[C:40]([NH:42][O:43]C3CCCCO3)=[O:41])=[CH:34]2)(=[O:32])=[O:31])=[CH:26][CH:25]=1. Product: [CH3:50][N:23]([CH3:22])[C:24]1[CH:25]=[CH:26][C:27]([S:30]([N:33]2[CH:37]=[CH:36][C:35](/[CH:38]=[CH:39]/[C:40]([NH:42][OH:43])=[O:41])=[CH:34]2)(=[O:31])=[O:32])=[CH:28][CH:29]=1. The catalyst class is: 24. (2) Reactant: [OH:1][C:2]1[C:3]([C:12]([OH:14])=O)=[CH:4][CH:5]=[C:6]2[C:11]=1[N:10]=[CH:9][CH:8]=[CH:7]2.[CH2:15](N)[C:16]1[CH:21]=[CH:20][CH:19]=[CH:18][CH:17]=1.O[N:24]1C2C=CC=CC=2N=N1.Cl.CN(C)CCCN=C=NCC.C(N(CC)CC)C. Product: [CH2:15]([C:9]1[CH:8]=[CH:7][C:6]2[C:11](=[C:2]([OH:1])[C:3]([C:12]([NH2:24])=[O:14])=[CH:4][CH:5]=2)[N:10]=1)[C:16]1[CH:21]=[CH:20][CH:19]=[CH:18][CH:17]=1. The catalyst class is: 3. (3) Reactant: C(O[C:4]12[CH2:11][O:10][CH2:9][CH:8]1[S:7]/[C:6](=[N:12]\[C:13]([C:15]13[CH2:24][CH:19]4[CH2:20][CH:21]([CH2:23][CH:17]([CH2:18]4)[CH2:16]1)[CH2:22]3)=[O:14])/[N:5]2[CH2:25][CH2:26][O:27][CH3:28])C.O.C1(C)C=CC(S(O)(=O)=[O:37])=CC=1. Product: [C:26]([O-:27])(=[O:37])[CH3:25].[NH4+:5].[CH3:28][O:27][CH2:26][CH2:25][N:5]1[C:4]2[CH2:11][O:10][CH2:9][C:8]=2[S:7][C:6]1=[N:12][C:13]([C:15]12[CH2:16][CH:17]3[CH2:18][CH:19]([CH2:20][CH:21]([CH2:23]3)[CH2:22]1)[CH2:24]2)=[O:14]. The catalyst class is: 133. (4) Reactant: [Cl:1][C:2]1[CH:7]=[CH:6][C:5]([N:8]2[CH2:13][CH2:12][N:11]([S:14]([CH2:17][C:18](=[O:28])[CH2:19][CH2:20][C:21]3[CH:22]=[N:23][CH:24]=[C:25]([Cl:27])[CH:26]=3)(=[O:16])=[O:15])[CH2:10][CH2:9]2)=[CH:4][CH:3]=1.[BH4-].[Na+]. Product: [Cl:1][C:2]1[CH:7]=[CH:6][C:5]([N:8]2[CH2:13][CH2:12][N:11]([S:14]([CH2:17][CH:18]([OH:28])[CH2:19][CH2:20][C:21]3[CH:22]=[N:23][CH:24]=[C:25]([Cl:27])[CH:26]=3)(=[O:16])=[O:15])[CH2:10][CH2:9]2)=[CH:4][CH:3]=1. The catalyst class is: 61. (5) The catalyst class is: 4. Product: [CH2:29]([O:31][C:32](=[O:35])[CH2:33][NH:34][P:1]([O:27][C:19]1[C:20]([CH:24]([CH3:26])[CH3:25])=[CH:21][CH:22]=[CH:23][C:18]=1[CH:16]([CH:13]1[CH2:15][CH2:14]1)[CH3:17])([NH:34][CH2:33][C:32]([O:35][CH2:11][CH3:12])=[O:31])=[O:2])[CH3:30]. Reactant: [P:1](Cl)(Cl)(Cl)=[O:2].C([SiH]([CH2:11][CH3:12])CC)C.[CH:13]1([CH:16]([C:18]2[CH:23]=[CH:22][CH:21]=[C:20]([CH:24]([CH3:26])[CH3:25])[C:19]=2[OH:27])[CH3:17])[CH2:15][CH2:14]1.Cl.[CH2:29]([O:31][C:32](=[O:35])[CH2:33][NH2:34])[CH3:30]. (6) Reactant: CC1C=CC=C(C)C=1C[N:5]1[C:13]2[C:8](=[CH:9][CH:10]=[C:11](/[CH:14]=C/C(O)=O)[CH:12]=2)[CH:7]=[CH:6]1.[C:24](=[O:27])([O-])[O-:25].[K+].[K+].[Cl:30][C:31]1[CH:38]=[CH:37][CH:36]=[C:35]([Cl:39])[C:32]=1[CH2:33]Cl.[OH-].[Na+].[CH3:42]N1CCCC1=O. Product: [Cl:30][C:31]1[CH:38]=[CH:37][CH:36]=[C:35]([Cl:39])[C:32]=1[CH2:33][N:5]1[C:13]2[C:8](=[CH:9][CH:10]=[C:11]([CH2:14][C:24]([OH:25])=[O:27])[CH:12]=2)[C:7]([CH3:42])=[CH:6]1. The catalyst class is: 83. (7) Reactant: [CH:1]([C:4]1[O:5][CH:6]=[C:7]([CH2:9]P(=O)(OCC)OCC)[N:8]=1)([CH3:3])[CH3:2].[H-].[Na+].[CH3:20][O:21][CH2:22][O:23][C:24]1[C:28]([CH:29]=O)=[CH:27][N:26]([C:31]2[CH:36]=[CH:35][CH:34]=[CH:33][CH:32]=2)[N:25]=1.O. Product: [CH:1]([C:4]1[O:5][CH:6]=[C:7](/[CH:9]=[CH:29]\[C:28]2[C:24]([O:23][CH2:22][O:21][CH3:20])=[N:25][N:26]([C:31]3[CH:36]=[CH:35][CH:34]=[CH:33][CH:32]=3)[CH:27]=2)[N:8]=1)([CH3:2])[CH3:3]. The catalyst class is: 7. (8) Reactant: [Na+].[CH3:2][S:3]([O-:5])=[O:4].[Br:6][C:7]1[CH:12]=[C:11]([N+]([O-])=O)[CH:10]=[C:9]([Br:16])[N:8]=1. Product: [Br:6][C:7]1[CH:12]=[C:11]([S:3]([CH3:2])(=[O:5])=[O:4])[CH:10]=[C:9]([Br:16])[N:8]=1. The catalyst class is: 3.